Dataset: Catalyst prediction with 721,799 reactions and 888 catalyst types from USPTO. Task: Predict which catalyst facilitates the given reaction. (1) Reactant: [C:1]1([CH2:7][N:8]=[C:9]([C:11]2[CH:16]=[CH:15][CH:14]=[CH:13][CH:12]=2)[CH3:10])[CH:6]=[CH:5][CH:4]=[CH:3][CH:2]=1. Product: [CH2:7]([NH:8][CH:9]([C:11]1[CH:16]=[CH:15][CH:14]=[CH:13][CH:12]=1)[CH3:10])[C:1]1[CH:6]=[CH:5][CH:4]=[CH:3][CH:2]=1. The catalyst class is: 2. (2) Reactant: Cl.Cl.[Cl:3][C:4]1[C:5]([C:21]#[N:22])=[C:6]2[N:11]([C:12]=1[C:13]1[CH:14]=[N:15][CH:16]=[CH:17][CH:18]=1)[CH2:10][CH2:9][C:8]([Cl:19])=[C:7]2Cl.[OH-].[K+].O. Product: [Cl:3][C:4]1[C:5]([C:21]#[N:22])=[C:6]2[N:11]([C:12]=1[C:13]1[CH:14]=[N:15][CH:16]=[CH:17][CH:18]=1)[CH:10]=[CH:9][C:8]([Cl:19])=[CH:7]2. The catalyst class is: 8. (3) The catalyst class is: 6. Product: [ClH:1].[ClH:1].[NH2:9][C@H:10]1[C@@H:14]([CH2:15][F:16])[CH2:13][NH:12][CH2:11]1. Reactant: [ClH:1].C(OC([NH:9][C@H:10]1[C@@H:14]([CH2:15][F:16])[CH2:13][NH:12][CH2:11]1)=O)(C)(C)C. (4) Reactant: [Cl:1][C:2]1[CH:11]=[CH:10][C:5]([C:6](OC)=[O:7])=[CH:4][C:3]=1[O:12][CH3:13].[H-].[H-].[H-].[H-].[Li+].[Al+3]. Product: [Cl:1][C:2]1[CH:11]=[CH:10][C:5]([CH2:6][OH:7])=[CH:4][C:3]=1[O:12][CH3:13]. The catalyst class is: 76. (5) Reactant: [C:1]([CH2:9][C:10]([O:12]CC)=O)(=O)[C:2]1[CH:7]=[CH:6][N:5]=[CH:4][CH:3]=1.[CH3:15][NH:16][C:17]([NH2:19])=[S:18].C1CCN2C(=NCCC2)CC1.CS(O)(=O)=O. Product: [SH:18][C:17]1[N:16]([CH3:15])[C:10](=[O:12])[CH:9]=[C:1]([C:2]2[CH:7]=[CH:6][N:5]=[CH:4][CH:3]=2)[N:19]=1. The catalyst class is: 315. (6) Reactant: [O-]S(C(F)(F)F)(=O)=O.[Mg+2].[O-]S(C(F)(F)F)(=O)=O.[C:18]1([CH:24]2[C:27]3([CH2:29][O:28]3)[O:26][CH2:25]2)[CH:23]=[CH:22][CH:21]=[CH:20][CH:19]=1.[NH:30]1[CH:34]=[N:33][CH:32]=[N:31]1. Product: [OH:28][CH2:29][C:27]1([N:30]2[CH:34]=[N:33][CH:32]=[N:31]2)[CH:24]([C:18]2[CH:23]=[CH:22][CH:21]=[CH:20][CH:19]=2)[CH2:25][O:26]1. The catalyst class is: 1. (7) Reactant: [Cl:1][C:2]1[CH:7]=[CH:6][C:5]([CH:8]([C:35]2[CH:40]=[CH:39][C:38]([Cl:41])=[CH:37][CH:36]=2)[C:9]2[CH:10]=[C:11]3[C:16](=[CH:17][CH:18]=2)[N:15]=[CH:14][N:13]=[C:12]3[NH:19][CH:20]2[CH2:25][CH2:24][N:23]([C:26](=[O:34])[CH2:27][CH2:28][C:29]([O:31]CC)=[O:30])[CH2:22][CH2:21]2)=[CH:4][CH:3]=1.Cl. Product: [Cl:1][C:2]1[CH:7]=[CH:6][C:5]([CH:8]([C:35]2[CH:36]=[CH:37][C:38]([Cl:41])=[CH:39][CH:40]=2)[C:9]2[CH:10]=[C:11]3[C:16](=[CH:17][CH:18]=2)[N:15]=[CH:14][N:13]=[C:12]3[NH:19][CH:20]2[CH2:25][CH2:24][N:23]([C:26](=[O:34])[CH2:27][CH2:28][C:29]([OH:31])=[O:30])[CH2:22][CH2:21]2)=[CH:4][CH:3]=1. The catalyst class is: 494. (8) Reactant: [CH2:1]([NH2:8])[C:2]1[CH:7]=[CH:6][CH:5]=[CH:4][CH:3]=1.[CH2:9](O)[C:10]1[O:14][CH:13]=[CH:12][CH:11]=1. Product: [CH2:1]([NH:8][CH2:9][C:10]1[O:14][CH:13]=[CH:12][CH:11]=1)[C:2]1[CH:7]=[CH:6][CH:5]=[CH:4][CH:3]=1. The catalyst class is: 6. (9) Reactant: [Cl:1][C:2]1[N:19]=[CH:18][CH:17]=[C:16](I)[C:3]=1[C:4]([NH:6][CH2:7][C:8]1[CH:13]=[CH:12][C:11]([F:14])=[C:10]([F:15])[CH:9]=1)=[O:5].[CH3:21][O:22][Na]. Product: [Cl:1][C:2]1[N:19]=[CH:18][CH:17]=[C:16]([O:22][CH3:21])[C:3]=1[C:4]([NH:6][CH2:7][C:8]1[CH:13]=[CH:12][C:11]([F:14])=[C:10]([F:15])[CH:9]=1)=[O:5]. The catalyst class is: 5.